This data is from Catalyst prediction with 721,799 reactions and 888 catalyst types from USPTO. The task is: Predict which catalyst facilitates the given reaction. (1) Reactant: [C:1]([O:5][C:6]([C:8]1[N:9](C(OCC2C=CC=CC=2)=O)[C:10]2[C:15]([C:16]=1[NH:17][C:18]([NH:20][C:21]1[C:25]([C:26](OC)=[O:27])=[CH:24][S:23][CH:22]=1)=[O:19])=[CH:14][C:13]([C:30]([F:33])([F:32])[F:31])=[CH:12][CH:11]=2)=[O:7])([CH3:4])([CH3:3])[CH3:2].C[O-].[Na+].C(OCC)(=O)C. Product: [C:1]([O:5][C:6]([C:8]1[NH:9][C:10]2[C:15]([C:16]=1[N:17]1[C:26](=[O:27])[C:25]3=[CH:24][S:23][CH:22]=[C:21]3[NH:20][C:18]1=[O:19])=[CH:14][C:13]([C:30]([F:33])([F:31])[F:32])=[CH:12][CH:11]=2)=[O:7])([CH3:4])([CH3:3])[CH3:2]. The catalyst class is: 5. (2) Reactant: [O:1]([CH2:8][CH2:9][CH2:10][CH2:11][Br:12])[C:2]1[CH:7]=[CH:6][CH:5]=[CH:4][CH:3]=1.[C:13]1([P:19]([C:26]2[CH:31]=[CH:30][CH:29]=[CH:28][CH:27]=2)[C:20]2[CH:25]=[CH:24][CH:23]=[CH:22][CH:21]=2)[CH:18]=[CH:17][CH:16]=[CH:15][CH:14]=1. Product: [Br-:12].[O:1]([CH2:8][CH2:9][CH2:10][CH2:11][P+:19]([C:20]1[CH:21]=[CH:22][CH:23]=[CH:24][CH:25]=1)([C:26]1[CH:31]=[CH:30][CH:29]=[CH:28][CH:27]=1)[C:13]1[CH:14]=[CH:15][CH:16]=[CH:17][CH:18]=1)[C:2]1[CH:7]=[CH:6][CH:5]=[CH:4][CH:3]=1. The catalyst class is: 48. (3) Reactant: [Br:1][C:2]1[CH:7]=[CH:6][C:5]([S:8](Cl)(=[O:10])=[O:9])=[CH:4][CH:3]=1.[N:12]1[CH:17]=[CH:16][CH:15]=[CH:14][C:13]=1[CH2:18][CH2:19][NH2:20].C(N(CC)CC)C.C(=O)(O)[O-].[Na+]. Product: [Br:1][C:2]1[CH:7]=[CH:6][C:5]([S:8]([NH:20][CH2:19][CH2:18][C:13]2[CH:14]=[CH:15][CH:16]=[CH:17][N:12]=2)(=[O:10])=[O:9])=[CH:4][CH:3]=1. The catalyst class is: 4.